Dataset: NCI-60 drug combinations with 297,098 pairs across 59 cell lines. Task: Regression. Given two drug SMILES strings and cell line genomic features, predict the synergy score measuring deviation from expected non-interaction effect. (1) Drug 1: C1=C(C(=O)NC(=O)N1)F. Drug 2: CC1=C(C(CCC1)(C)C)C=CC(=CC=CC(=CC(=O)O)C)C. Cell line: ACHN. Synergy scores: CSS=51.5, Synergy_ZIP=-1.20, Synergy_Bliss=0.686, Synergy_Loewe=6.46, Synergy_HSA=7.07. (2) Drug 1: CC1=C2C(C(=O)C3(C(CC4C(C3C(C(C2(C)C)(CC1OC(=O)C(C(C5=CC=CC=C5)NC(=O)OC(C)(C)C)O)O)OC(=O)C6=CC=CC=C6)(CO4)OC(=O)C)OC)C)OC. Drug 2: CC1C(C(CC(O1)OC2CC(CC3=C2C(=C4C(=C3O)C(=O)C5=C(C4=O)C(=CC=C5)OC)O)(C(=O)C)O)N)O.Cl. Cell line: SK-MEL-28. Synergy scores: CSS=43.7, Synergy_ZIP=5.61, Synergy_Bliss=6.56, Synergy_Loewe=6.35, Synergy_HSA=10.1.